This data is from Catalyst prediction with 721,799 reactions and 888 catalyst types from USPTO. The task is: Predict which catalyst facilitates the given reaction. Reactant: [OH-].[Na+].C([O:5][C:6](=[O:36])[CH2:7][N:8]1[CH2:17][CH2:16][C:15]2[C:10](=[CH:11][CH:12]=[C:13]([C:19]3[N:23]=[C:22]([C:24]4[CH:29]=[CH:28][C:27]([O:30][CH:31]([CH3:33])[CH3:32])=[C:26]([C:34]#[N:35])[CH:25]=4)[O:21][N:20]=3)[C:14]=2[CH3:18])[CH2:9]1)C. Product: [C:34]([C:26]1[CH:25]=[C:24]([C:22]2[O:21][N:20]=[C:19]([C:13]3[C:14]([CH3:18])=[C:15]4[C:10](=[CH:11][CH:12]=3)[CH2:9][N:8]([CH2:7][C:6]([OH:36])=[O:5])[CH2:17][CH2:16]4)[N:23]=2)[CH:29]=[CH:28][C:27]=1[O:30][CH:31]([CH3:33])[CH3:32])#[N:35]. The catalyst class is: 8.